From a dataset of Forward reaction prediction with 1.9M reactions from USPTO patents (1976-2016). Predict the product of the given reaction. (1) Given the reactants Cl[C:2]1[N:7]2[N:8]=[C:9]([C:14]3[CH:19]=[CH:18][C:17]([F:20])=[CH:16][CH:15]=3)[C:10]([C:11](=[O:13])[CH3:12])=[C:6]2[CH:5]=[CH:4][CH:3]=1.C(=O)([O-])[O-].[Cs+].[Cs+].[CH:27]1([NH2:32])[CH2:31][CH2:30][CH2:29][CH2:28]1.CCOCC, predict the reaction product. The product is: [CH:27]1([NH:32][C:2]2[N:7]3[N:8]=[C:9]([C:14]4[CH:19]=[CH:18][C:17]([F:20])=[CH:16][CH:15]=4)[C:10]([C:11](=[O:13])[CH3:12])=[C:6]3[CH:5]=[CH:4][CH:3]=2)[CH2:31][CH2:30][CH2:29][CH2:28]1. (2) Given the reactants [C:1]([O:4][CH2:5][CH2:6][O:7][C:8]1[C:9]([F:56])=[C:10]([C@@H:16]([NH:39][C:40]2[CH:45]=[CH:44][C:43]([C:46]([NH2:55])=[N:47][C:48]([O:50][CH2:51][C:52]([CH3:54])=[CH2:53])=[O:49])=[CH:42][CH:41]=2)[C:17]2[N:18]=[C:19]([O:28][CH2:29][O:30][C:31](=[O:38])[C:32]([CH3:37])([CH3:36])[CH2:33][O:34][CH3:35])[N:20]([C:22]3[N:27]=[CH:26][CH:25]=[CH:24][N:23]=3)[N:21]=2)[CH:11]=[C:12]([O:14][CH3:15])[CH:13]=1)(=[O:3])[CH3:2].C1(C)C=CC=CC=1.C(OCC)(=O)C.[ClH:70], predict the reaction product. The product is: [ClH:70].[C:1]([O:4][CH2:5][CH2:6][O:7][C:8]1[C:9]([F:56])=[C:10]([C@@H:16]([NH:39][C:40]2[CH:41]=[CH:42][C:43]([C:46]([NH2:55])=[N:47][C:48]([O:50][CH2:51][C:52]([CH3:54])=[CH2:53])=[O:49])=[CH:44][CH:45]=2)[C:17]2[N:18]=[C:19]([O:28][CH2:29][O:30][C:31](=[O:38])[C:32]([CH3:37])([CH3:36])[CH2:33][O:34][CH3:35])[N:20]([C:22]3[N:27]=[CH:26][CH:25]=[CH:24][N:23]=3)[N:21]=2)[CH:11]=[C:12]([O:14][CH3:15])[CH:13]=1)(=[O:3])[CH3:2]. (3) The product is: [C:15]1([C:5]2[N:6]([CH2:7][O:8][CH2:9][CH2:10][Si:11]([CH3:14])([CH3:13])[CH3:12])[C:2]([C:33]3[CH:34]=[C:29]([NH2:28])[CH:30]=[CH:31][CH:32]=3)=[C:3]([C:21]3[CH:26]=[CH:25][N:24]=[CH:23][CH:22]=3)[N:4]=2)[CH:20]=[CH:19][CH:18]=[CH:17][CH:16]=1. Given the reactants Br[C:2]1[N:6]([CH2:7][O:8][CH2:9][CH2:10][Si:11]([CH3:14])([CH3:13])[CH3:12])[C:5]([C:15]2[CH:20]=[CH:19][CH:18]=[CH:17][CH:16]=2)=[N:4][C:3]=1[C:21]1[CH:26]=[CH:25][N:24]=[CH:23][CH:22]=1.Cl.[NH2:28][C:29]1[CH:30]=[C:31](B(O)O)[CH:32]=[CH:33][CH:34]=1.C(OCC)(=O)C, predict the reaction product. (4) Given the reactants [CH2:1]([C:3]1[CH:4]=[C:5]([CH3:24])[C:6]([N:9]2[CH2:14][CH2:13][N:12]([C:15]([C:17]3[CH:22]=[CH:21][C:20](I)=[CH:19][CH:18]=3)=[O:16])[CH2:11][CH2:10]2)=[N:7][CH:8]=1)[CH3:2].[C:25]([N:28]1[CH2:32][CH2:31][NH:30][C:29]1=[O:33])(=[O:27])[CH3:26], predict the reaction product. The product is: [C:25]([N:28]1[CH2:32][CH2:31][N:30]([C:20]2[CH:21]=[CH:22][C:17]([C:15]([N:12]3[CH2:13][CH2:14][N:9]([C:6]4[C:5]([CH3:24])=[CH:4][C:3]([CH2:1][CH3:2])=[CH:8][N:7]=4)[CH2:10][CH2:11]3)=[O:16])=[CH:18][CH:19]=2)[C:29]1=[O:33])(=[O:27])[CH3:26].